From a dataset of Forward reaction prediction with 1.9M reactions from USPTO patents (1976-2016). Predict the product of the given reaction. (1) Given the reactants [F:1][C:2]1[CH:12]=[CH:11][C:5]([C:6]([N:8]([CH3:10])[NH2:9])=O)=[CH:4][CH:3]=1.[C:13]([O:19][CH2:20][CH3:21])(=[O:18])[CH2:14][C:15]([CH3:17])=O, predict the reaction product. The product is: [F:1][C:2]1[CH:12]=[CH:11][C:5]([C:6]2[N:8]([CH3:10])[N:9]=[C:15]([CH3:17])[C:14]=2[C:13]([O:19][CH2:20][CH3:21])=[O:18])=[CH:4][CH:3]=1. (2) The product is: [C:1]([NH:4][C:5]1[S:6][C:7]([C:26]([NH:28][CH3:29])=[O:27])=[C:8]([CH2:10][CH2:11][C:12]2[CH:17]=[CH:16][C:15]([NH2:18])=[CH:14][CH:13]=2)[N:9]=1)(=[O:3])[CH3:2]. Given the reactants [C:1]([NH:4][C:5]1[S:6][C:7]([C:26]([NH:28][CH3:29])=[O:27])=[C:8]([CH2:10][CH2:11][C:12]2[CH:17]=[CH:16][C:15]([NH:18]C(=O)OC(C)(C)C)=[CH:14][CH:13]=2)[N:9]=1)(=[O:3])[CH3:2].FC(F)(F)C(O)=O, predict the reaction product.